This data is from Experimentally validated miRNA-target interactions with 360,000+ pairs, plus equal number of negative samples. The task is: Binary Classification. Given a miRNA mature sequence and a target amino acid sequence, predict their likelihood of interaction. (1) The miRNA is mmu-miR-15b-5p with sequence UAGCAGCACAUCAUGGUUUACA. The protein sequence of the target gene is MDELQDVQLTEIKPLLNDKNGTRNFQDFDCQEHDIETPHGMVHVTIRGLPKGNRPVILTYHDIGLNHKSCFNTFFNFEDMQEITQHFAVCHVDAPGQQEAAPSFPTGYQYPTMDELAEMLPPVLTHLSMKSIIGIGVGAGAYILSRFALNHPELVEGLVLINIDPCAKGWIDWAASKLSGFTTNIVDIILAHHFGQEELQANLDLIQTYRLHIAQDINQENLQLFLGSYNGRRDLEIERPILGQNDNRLKTLKCSTLLVVGDNSPAVEAVVECNSRLDPINTTLLKMADCGGLPQVVQPG.... Result: 0 (no interaction). (2) The miRNA is mmu-miR-5098 with sequence GUUACAUGGUGAAGCCCAGUU. The protein sequence of the target gene is MSFPRGSHDLPAGNSSPWWPLTTEGANSSREAAGLGEGGSPPGDVRNEELAKLEVTVLAVIFVVAVLGNSSVLLALHRTPRKTSRMHLFIRHLSLADLAVAFFQVLPQLCWDITYRFRGPDWLCRVVKHLQVFAMFASSYMLVVMTADRYIAVCHPLKTLQQPARRSRLMIAASWGLSFVLSIPQYFIFSVIEFEVNNGTKAQDCWATFIPPWGTRAYVTWMTSGVFVVPVIILGTCYGFICYHIWRNVRGKTASRQSKGGKGSGEAAGPFHKGLLVTPCVSSVKSISRAKIRTVKMTFV.... Result: 1 (interaction). (3) The miRNA is mmu-miR-758-3p with sequence UUUGUGACCUGGUCCACUA. The protein sequence of the target gene is MKRSGTLRLLSDLSAFGGAARLRELVAGDSAVRVRGSPDGRHLLLLRPPGAVAPQLLVASRGPGAELERAWPAGQPSPLDAFFLPWPARPALVLVWESGLAEVWGAGVGPGWRPLQSTELCPGGGARVVAVAALRGRLVWCEERQARAEGPSGSPAAAFSHCVCVRTLEPSGEASTSLGRTHVLLHHCPAFGLLASCRQLFLVPTATTWPGVAHVLLIWSPGKGKVMVAAPRLGLSYSKSLNPGRGDTWDFRTLLRGLPGLLSPREPLAVHTWAPTPQGLLLLDFGGTVSLLQSHGGTRA.... Result: 0 (no interaction).